From a dataset of Reaction yield outcomes from USPTO patents with 853,638 reactions. Predict the reaction yield, written as a fraction of the theoretical maximum amount of product (1.0 means a 100% yield; for example, 0.34 means a 34% yield). (1) The reactants are [CH3:1][C:2]1([CH3:34])[CH2:10][C:9]2[N:8]([C:11]3[CH:19]=[C:18]([NH:20][C@H:21]4[CH2:26][CH2:25][C@H:24]([OH:27])[CH2:23][CH2:22]4)[C:14]([C:15]([NH2:17])=[O:16])=[C:13]([F:28])[CH:12]=3)[CH:7]=[C:6]([C:29]([F:32])([F:31])[F:30])[C:5]=2[C:4](=[O:33])[CH2:3]1.[C:35]([NH:42][CH2:43][C:44](O)=[O:45])([O:37][C:38]([CH3:41])([CH3:40])[CH3:39])=[O:36].C(Cl)CCl. The catalyst is C(Cl)Cl.CN(C1C=CN=CC=1)C. The yield is 0.670. The product is [C:15]([C:14]1[C:13]([F:28])=[CH:12][C:11]([N:8]2[C:9]3[CH2:10][C:2]([CH3:34])([CH3:1])[CH2:3][C:4](=[O:33])[C:5]=3[C:6]([C:29]([F:32])([F:31])[F:30])=[CH:7]2)=[CH:19][C:18]=1[NH:20][CH:21]1[CH2:26][CH2:25][CH:24]([O:27][C:44](=[O:45])[CH2:43][NH:42][C:35]([O:37][C:38]([CH3:40])([CH3:39])[CH3:41])=[O:36])[CH2:23][CH2:22]1)(=[O:16])[NH2:17]. (2) The reactants are [C:1]([O:5][C:6]([NH:8][C@@H:9]([CH:13]([CH3:15])[CH3:14])[C:10]([OH:12])=O)=[O:7])([CH3:4])([CH3:3])[CH3:2].CN(C(ON1N=NC2C=CC=CC1=2)=[N+](C)C)C.[B-](F)(F)(F)F.C[N:39]1[CH2:44][CH2:43][O:42]C[CH2:40]1.Cl.N1CC(O)C1. The catalyst is C(Cl)Cl.CN(C=O)C. The product is [OH:42][CH:43]1[CH2:44][N:39]([C:10](=[O:12])[C@@H:9]([NH:8][C:6](=[O:7])[O:5][C:1]([CH3:2])([CH3:3])[CH3:4])[CH:13]([CH3:15])[CH3:14])[CH2:40]1. The yield is 0.930.